From a dataset of Reaction yield outcomes from USPTO patents with 853,638 reactions. Predict the reaction yield, written as a fraction of the theoretical maximum amount of product (1.0 means a 100% yield; for example, 0.34 means a 34% yield). (1) The reactants are [NH2:1][CH:2]([CH3:16])[CH:3]([NH:5][C:6](=[O:15])[O:7][CH2:8][C:9]1[CH:14]=[CH:13][CH:12]=[CH:11][CH:10]=1)[CH3:4].[OH:17][C:18]1[CH:26]=[CH:25][CH:24]=[CH:23][C:19]=1[C:20](O)=[O:21].N1C=CN=C1.C1CCC(N=C=NC2CCCCC2)CC1. The catalyst is CCOC(C)=O. The product is [OH:17][C:18]1[CH:26]=[CH:25][CH:24]=[CH:23][C:19]=1[C:20]([NH:1][CH:2]([CH3:16])[CH:3]([NH:5][C:6](=[O:15])[O:7][CH2:8][C:9]1[CH:14]=[CH:13][CH:12]=[CH:11][CH:10]=1)[CH3:4])=[O:21]. The yield is 0.400. (2) The reactants are [CH2:1](I)[CH:2]=[CH2:3].[CH3:5][S:6]([NH:9][C:10]1[CH:11]=[C:12]([C:16]2[CH:24]=[C:23]3[C:19]([C:20]([C:40]4[CH:45]=[CH:44][CH:43]=[CH:42][CH:41]=4)=[C:21]([C:37]([OH:39])=[O:38])[N:22]3[CH2:25][C:26]3[CH:31]=[CH:30][CH:29]=[C:28]([O:32][C:33]([F:36])([F:35])[F:34])[CH:27]=3)=[CH:18][CH:17]=2)[CH:13]=[CH:14][CH:15]=1)(=[O:8])=[O:7].C([O-])([O-])=O.[Cs+].[Cs+].CN(C=O)C. The catalyst is O. The product is [CH2:3]([CH2:5][S:6]([NH:9][C:10]1[CH:11]=[C:12]([C:16]2[CH:24]=[C:23]3[C:19]([C:20]([C:40]4[CH:45]=[CH:44][CH:43]=[CH:42][CH:41]=4)=[C:21]([C:37]([OH:39])=[O:38])[N:22]3[CH2:25][C:26]3[CH:31]=[CH:30][CH:29]=[C:28]([O:32][C:33]([F:35])([F:36])[F:34])[CH:27]=3)=[CH:18][CH:17]=2)[CH:13]=[CH:14][CH:15]=1)(=[O:7])=[O:8])[CH:2]=[CH2:1]. The yield is 0.780. (3) The product is [Cl:20][C:21]1[C:29]([C:30]([F:33])([F:32])[F:31])=[CH:28][CH:27]=[CH:26][C:22]=1[C:23]([N:13]1[CH:14]=[CH:15][C:16]2[N:8]([C:5]3[CH:4]=[CH:3][C:2]([F:1])=[CH:7][N:6]=3)[CH:9]=[N:10][C:11]=2[CH:12]1[CH3:17])=[O:24]. The yield is 0.820. The catalyst is C1COCC1. The reactants are [F:1][C:2]1[CH:3]=[CH:4][C:5]([N:8]2[C:16]3[CH:15]=[CH:14][N:13]=[CH:12][C:11]=3[N:10]=[CH:9]2)=[N:6][CH:7]=1.[CH3:17][Mg+].[Br-].[Cl:20][C:21]1[C:29]([C:30]([F:33])([F:32])[F:31])=[CH:28][CH:27]=[CH:26][C:22]=1[C:23](Cl)=[O:24].[NH4+].[Cl-]. (4) The reactants are Br[C:2]1[CH:7]=[CH:6][C:5]([CH:8]2[CH2:12][CH2:11][CH:10]([C:13]3[CH:18]=[CH:17][C:16](Br)=[CH:15][CH:14]=3)[N:9]2[C:20]2[CH:25]=[CH:24][C:23]([C:26]([CH3:29])([CH3:28])[CH3:27])=[CH:22][CH:21]=2)=[CH:4][CH:3]=1.[Cu][C:31]#[N:32].[OH-].[NH4+].[CH3:35][N:36](C=O)C. The catalyst is O. The product is [C:26]([C:23]1[CH:24]=[CH:25][C:20]([N:9]2[CH:8]([C:5]3[CH:6]=[CH:7][C:2]([C:35]#[N:36])=[CH:3][CH:4]=3)[CH2:12][CH2:11][CH:10]2[C:13]2[CH:18]=[CH:17][C:16]([C:31]#[N:32])=[CH:15][CH:14]=2)=[CH:21][CH:22]=1)([CH3:28])([CH3:29])[CH3:27]. The yield is 0.780. (5) The reactants are [Cl:1][C:2]1[N:7]=[CH:6][C:5]([OH:8])=[C:4]([CH3:9])[CH:3]=1.Cl[CH2:11][C:12]1[CH:17]=[CH:16][C:15]([F:18])=[CH:14][CH:13]=1. No catalyst specified. The product is [Cl:1][C:2]1[CH:3]=[C:4]([CH3:9])[C:5]([O:8][CH2:11][C:12]2[CH:17]=[CH:16][C:15]([F:18])=[CH:14][CH:13]=2)=[CH:6][N:7]=1. The yield is 0.960. (6) The reactants are Br[C:2]1[CH:12]=[CH:11][C:5]2[O:6][C:7]([F:10])([F:9])[O:8][C:4]=2[CH:3]=1.[CH3:13][C:14]1([CH3:30])[C:18]([CH3:20])([CH3:19])[O:17][B:16]([B:16]2[O:17][C:18]([CH3:20])([CH3:19])[C:14]([CH3:30])([CH3:13])[O:15]2)[O:15]1.C(O[K])(C)=O. The catalyst is O1CCOCC1.C1C=CC(P(C2C=CC=CC=2)[C-]2C=CC=C2)=CC=1.C1C=CC(P(C2C=CC=CC=2)[C-]2C=CC=C2)=CC=1.Cl[Pd]Cl.[Fe+2]. The product is [F:9][C:7]1([F:10])[O:6][C:5]2[CH:11]=[CH:12][C:2]([B:16]3[O:17][C:18]([CH3:20])([CH3:19])[C:14]([CH3:30])([CH3:13])[O:15]3)=[CH:3][C:4]=2[O:8]1. The yield is 0.750. (7) The reactants are Cl[C:2]1[N:7]=[C:6]([NH:8][C:9]2[CH:14]=[CH:13][CH:12]=[CH:11][C:10]=2[S:15]([CH:18]([CH3:20])[CH3:19])(=[O:17])=[O:16])[C:5]([Cl:21])=[CH:4][N:3]=1.[CH3:22][P:23]([C:26]1[CH:32]=[CH:31][C:29]([NH2:30])=[CH:28][CH:27]=1)([CH3:25])=[O:24].Cl.C(=O)(O)[O-].[Na+]. The catalyst is COCCO.CCO. The product is [Cl:21][C:5]1[C:6]([NH:8][C:9]2[CH:14]=[CH:13][CH:12]=[CH:11][C:10]=2[S:15]([CH:18]([CH3:20])[CH3:19])(=[O:17])=[O:16])=[N:7][C:2]([NH:30][C:29]2[CH:28]=[CH:27][C:26]([P:23]([CH3:25])([CH3:22])=[O:24])=[CH:32][CH:31]=2)=[N:3][CH:4]=1. The yield is 0.150.